The task is: Predict which catalyst facilitates the given reaction.. This data is from Catalyst prediction with 721,799 reactions and 888 catalyst types from USPTO. (1) Reactant: [C:1](N1C=CN=C1)(N1C=CN=C1)=[O:2].[OH:13][C@@H:14]1[CH2:18][CH2:17][O:16][CH2:15]1.C(N(CC)CC)C.[F:26][C:27]1[CH:47]=[C:46]([S:48]([CH3:51])(=[O:50])=[O:49])[CH:45]=[CH:44][C:28]=1[O:29][C:30]1[C:35]([CH3:36])=[C:34]([O:37][CH:38]2[CH2:43][CH2:42][NH:41][CH2:40][CH2:39]2)[N:33]=[CH:32][N:31]=1. Product: [O:16]1[CH2:17][CH2:18][C@@H:14]([O:13][C:1]([N:41]2[CH2:42][CH2:43][CH:38]([O:37][C:34]3[C:35]([CH3:36])=[C:30]([O:29][C:28]4[CH:44]=[CH:45][C:46]([S:48]([CH3:51])(=[O:49])=[O:50])=[CH:47][C:27]=4[F:26])[N:31]=[CH:32][N:33]=3)[CH2:39][CH2:40]2)=[O:2])[CH2:15]1. The catalyst class is: 1. (2) Reactant: [NH:1]1[CH:5]=[C:4]([C:6]2[C:7]3[CH:14]=[CH:13][N:12]([CH2:15][O:16][CH2:17][CH2:18][Si:19]([CH3:22])([CH3:21])[CH3:20])[C:8]=3[N:9]=[CH:10][N:11]=2)[CH:3]=[N:2]1.[CH3:23][C:24]1([S:27]([N:30]2[CH2:33][C:32](=[CH:34][C:35]#[N:36])[CH2:31]2)(=[O:29])=[O:28])[CH2:26][CH2:25]1.N12CCCN=C1CCCCC2. Product: [CH3:23][C:24]1([S:27]([N:30]2[CH2:33][C:32]([CH2:34][C:35]#[N:36])([N:1]3[CH:5]=[C:4]([C:6]4[C:7]5[CH:14]=[CH:13][N:12]([CH2:15][O:16][CH2:17][CH2:18][Si:19]([CH3:22])([CH3:21])[CH3:20])[C:8]=5[N:9]=[CH:10][N:11]=4)[CH:3]=[N:2]3)[CH2:31]2)(=[O:29])=[O:28])[CH2:26][CH2:25]1. The catalyst class is: 10. (3) Reactant: [Cl:1][C:2]1[CH:3]=[CH:4][C:5]([O:15][CH2:16][C:17]2[CH:22]=[CH:21][C:20]([Br:23])=[CH:19][C:18]=2[F:24])=[C:6]([C:8](=O)[CH2:9][CH2:10][C:11](=O)[CH3:12])[CH:7]=1.[CH3:25][O:26][C:27](=[O:39])[C:28]1[CH:33]=[C:32]([C:34]([F:37])([F:36])[F:35])[CH:31]=[C:30]([NH2:38])[CH:29]=1.CC1C=CC(S(O)(=O)=O)=CC=1. Product: [CH3:25][O:26][C:27](=[O:39])[C:28]1[CH:33]=[C:32]([C:34]([F:37])([F:36])[F:35])[CH:31]=[C:30]([N:38]2[C:11]([CH3:12])=[CH:10][CH:9]=[C:8]2[C:6]2[CH:7]=[C:2]([Cl:1])[CH:3]=[CH:4][C:5]=2[O:15][CH2:16][C:17]2[CH:22]=[CH:21][C:20]([Br:23])=[CH:19][C:18]=2[F:24])[CH:29]=1. The catalyst class is: 291. (4) Reactant: [OH:1][C:2]1[CH:11]=[CH:10][CH:9]=[C:8]2[C:3]=1[CH2:4][CH2:5][CH2:6][C:7]2=[O:12].C(=O)([O-])[O-].[Cs+].[Cs+].Br[CH2:20][C:21]([O:23][C:24]([CH3:27])([CH3:26])[CH3:25])=[O:22]. Product: [C:24]([O:23][C:21](=[O:22])[CH2:20][O:1][C:2]1[C:3]2[CH2:4][CH2:5][CH2:6][C:7](=[O:12])[C:8]=2[CH:9]=[CH:10][CH:11]=1)([CH3:27])([CH3:26])[CH3:25]. The catalyst class is: 10. (5) Product: [CH3:7][C@@H:8]([CH2:20][CH2:21][CH2:22][C:23]([CH3:25])=[CH2:24])[CH2:9][OH:10]. Reactant: [H-].[Al+3].[Li+].[H-].[H-].[H-].[CH3:7][C@@H:8]([CH2:20][CH2:21][CH2:22][C:23]([CH3:25])=[CH2:24])[C:9](N1[C@@H](C(C)C)COC1=O)=[O:10]. The catalyst class is: 28. (6) Reactant: [N+:1]([C:4]1[CH:9]=[CH:8][C:7]([OH:10])=[CH:6][CH:5]=1)([O-:3])=[O:2].C([O-])([O-])=O.[K+].[K+].Cl[CH2:18][C:19]1[CH:24]=[CH:23][CH:22]=[CH:21][CH:20]=1. Product: [CH2:18]([O:10][C:7]1[CH:8]=[CH:9][C:4]([N+:1]([O-:3])=[O:2])=[CH:5][CH:6]=1)[C:19]1[CH:24]=[CH:23][CH:22]=[CH:21][CH:20]=1. The catalyst class is: 10. (7) Reactant: [N:1]1[CH:6]=[CH:5][CH:4]=[CH:3][C:2]=1[C:7]([OH:9])=O.C(N1C=CN=C1)(N1C=CN=C1)=O.[NH2:22][C:23]1[CH:24]=[C:25]([CH:29]2[C:38]([CH3:40])([CH3:39])[CH2:37][C:36]3[C:31](=[CH:32][CH:33]=[C:34]([C:41]([OH:43])=[O:42])[CH:35]=3)[NH:30]2)[CH:26]=[CH:27][CH:28]=1. Product: [CH3:39][C:38]1([CH3:40])[CH2:37][C:36]2[C:31](=[CH:32][CH:33]=[C:34]([C:41]([OH:43])=[O:42])[CH:35]=2)[NH:30][CH:29]1[C:25]1[CH:26]=[CH:27][CH:28]=[C:23]([NH:22][C:7]([C:2]2[CH:3]=[CH:4][CH:5]=[CH:6][N:1]=2)=[O:9])[CH:24]=1. The catalyst class is: 9. (8) Reactant: [N:1]1([CH2:6][CH2:7][CH2:8][NH2:9])[CH:5]=[CH:4][N:3]=[CH:2]1.[F:10][C:11]1[CH:18]=[CH:17][CH:16]=[CH:15][C:12]=1[CH:13]=O.C([O:21][C:22](=O)[C:23](=[O:30])[CH2:24][CH2:25][CH2:26][CH2:27][CH2:28][CH3:29])C. Product: [F:10][C:11]1[CH:18]=[CH:17][CH:16]=[CH:15][C:12]=1[CH:13]1[N:9]([CH2:8][CH2:7][CH2:6][N:1]2[CH:5]=[CH:4][N:3]=[CH:2]2)[C:22](=[O:21])[C:23]([OH:30])=[C:24]1[CH2:25][CH2:26][CH2:27][CH2:28][CH3:29]. The catalyst class is: 8. (9) Reactant: [F:1][C:2]1[CH:7]=[C:6]([F:8])[C:5]([F:9])=[CH:4][C:3]=1[NH:10][C:11](=[O:16])[C:12]([CH3:15])([CH3:14])[CH3:13].[Li+].CC([N-]C(C)C)C.CON(C)[C:28]([C:30]1[CH:31]=[C:32]2[C:37](=[CH:38][CH:39]=1)[N:36]=[CH:35][CH:34]=[CH:33]2)=[O:29]. Product: [F:1][C:2]1[C:7]([C:28]([C:30]2[CH:31]=[C:32]3[C:37](=[CH:38][CH:39]=2)[N:36]=[CH:35][CH:34]=[CH:33]3)=[O:29])=[C:6]([F:8])[C:5]([F:9])=[CH:4][C:3]=1[NH:10][C:11](=[O:16])[C:12]([CH3:13])([CH3:15])[CH3:14]. The catalyst class is: 1.